Predict which catalyst facilitates the given reaction. From a dataset of Catalyst prediction with 721,799 reactions and 888 catalyst types from USPTO. Reactant: Br[C:2]1[CH:7]=[CH:6][C:5]([CH2:8][OH:9])=[C:4]([F:10])[CH:3]=1.[CH3:11][N:12]1[CH:16]=[C:15](B2OC(C)(C)C(C)(C)O2)[CH:14]=[N:13]1.C(=O)([O-])[O-].[Cs+].[Cs+].C1COCC1. Product: [F:10][C:4]1[CH:3]=[C:2]([C:15]2[CH:14]=[N:13][N:12]([CH3:11])[CH:16]=2)[CH:7]=[CH:6][C:5]=1[CH2:8][OH:9]. The catalyst class is: 263.